This data is from Retrosynthesis with 50K atom-mapped reactions and 10 reaction types from USPTO. The task is: Predict the reactants needed to synthesize the given product. (1) Given the product Cc1cc(C)c(-n2nc(C)c3c(OC4CCOC4)cc(C)nc32)c(C)c1, predict the reactants needed to synthesize it. The reactants are: Cc1cc(C)c(-n2nc(C)c3c(Cl)cc(C)nc32)c(C)c1.OC1CCOC1. (2) Given the product CC(C)CCC1(CCC(C)C)Cc2c(cc(C(C)(C)C)c(O)c2C(C)(C)C)O1, predict the reactants needed to synthesize it. The reactants are: CC(=O)Oc1c(C(C)(C)C)cc2c(c1C(C)(C)C)CC(CCC(C)C)(CCC(C)C)O2. (3) Given the product CN(C(=O)C(C)(C)Nc1ccc(Cl)c(Cl)c1)C(CN1CCCC1)c1ccc(-c2ccccc2)cc1, predict the reactants needed to synthesize it. The reactants are: CC(C)(Nc1ccc(Cl)c(Cl)c1)C(=O)O.CNC(CN1CCCC1)c1ccc(-c2ccccc2)cc1.